This data is from Reaction yield outcomes from USPTO patents with 853,638 reactions. The task is: Predict the reaction yield, written as a fraction of the theoretical maximum amount of product (1.0 means a 100% yield; for example, 0.34 means a 34% yield). The reactants are [O:1]1[CH:5]=[CH:4][CH2:3][CH2:2]1.[C:6]1([Mg]Br)[CH:11]=[CH:10][CH:9]=[CH:8][CH:7]=1.[NH4+].[Cl-]. The catalyst is CCOCC. The product is [C:6]1(/[CH:5]=[CH:4]\[CH2:3][CH2:2][OH:1])[CH:11]=[CH:10][CH:9]=[CH:8][CH:7]=1. The yield is 0.710.